This data is from Catalyst prediction with 721,799 reactions and 888 catalyst types from USPTO. The task is: Predict which catalyst facilitates the given reaction. (1) Reactant: [O:1]=[C:2]1[C:11]([C:12]#[N:13])=[C:10]2[C:5]([C:6](=[O:14])[CH2:7][CH2:8][CH2:9]2)=[CH:4][NH:3]1.I[CH2:16][CH2:17][CH2:18][CH3:19].[H-].[Na+].Cl. Product: [CH2:16]([N:3]1[C:2](=[O:1])[C:11]([C:12]#[N:13])=[C:10]2[C:5]([C:6](=[O:14])[CH2:7][CH2:8][CH2:9]2)=[CH:4]1)[CH2:17][CH2:18][CH3:19]. The catalyst class is: 3. (2) Reactant: [C:1]([C:5]1[CH:9]=[C:8]([NH:10][C:11](=[O:19])OC2C=CC=CC=2)[N:7]([CH:20]([CH3:22])[CH3:21])[N:6]=1)([CH3:4])([CH3:3])[CH3:2].C(N(CC)C(C)C)(C)C.[CH3:32][O:33][C:34]1[CH:35]=[C:36]2[C:41](=[CH:42][C:43]=1[O:44][CH3:45])[N:40]=[CH:39][N:38]=[C:37]2[O:46][C:47]1[CH:48]=[C:49]([CH:51]=[CH:52][CH:53]=1)[NH2:50]. Product: [C:1]([C:5]1[CH:9]=[C:8]([NH:10][C:11]([NH:50][C:49]2[CH:51]=[CH:52][CH:53]=[C:47]([O:46][C:37]3[C:36]4[C:41](=[CH:42][C:43]([O:44][CH3:45])=[C:34]([O:33][CH3:32])[CH:35]=4)[N:40]=[CH:39][N:38]=3)[CH:48]=2)=[O:19])[N:7]([CH:20]([CH3:21])[CH3:22])[N:6]=1)([CH3:2])([CH3:3])[CH3:4]. The catalyst class is: 1. (3) Product: [F:9][C:5]1[C:4]([CH3:10])=[CH:3][C:2]([B:14]2[O:15][C:16]([CH3:18])([CH3:17])[C:12]([CH3:28])([CH3:11])[O:13]2)=[CH:7][C:6]=1[CH3:8]. The catalyst class is: 102. Reactant: Br[C:2]1[CH:3]=[C:4]([CH3:10])[C:5]([F:9])=[C:6]([CH3:8])[CH:7]=1.[CH3:11][C:12]1([CH3:28])[C:16]([CH3:18])([CH3:17])[O:15][B:14]([B:14]2[O:15][C:16]([CH3:18])([CH3:17])[C:12]([CH3:28])([CH3:11])[O:13]2)[O:13]1.C1(P(C2CCCCC2)C2C=CC=CC=2C2C(OC)=CC=CC=2OC)CCCCC1.C([O-])(=O)C.[K+]. (4) Reactant: [CH3:1][C:2]([O:5][C:6]([N:8]([CH3:15])[C@H:9]([C:12]([OH:14])=O)[CH2:10][OH:11])=[O:7])([CH3:4])[CH3:3].[Cl:16][C:17]1[C:24]([C:25]([F:28])([F:27])[F:26])=[CH:23][CH:22]=[CH:21][C:18]=1[CH2:19][NH2:20].C(OC1C=CC2C(=CC=CC=2)N1C(OCC)=O)C. Product: [Cl:16][C:17]1[C:24]([C:25]([F:27])([F:28])[F:26])=[CH:23][CH:22]=[CH:21][C:18]=1[CH2:19][NH:20][C:12](=[O:14])[CH:9]([N:8]([CH3:15])[C:6](=[O:7])[O:5][C:2]([CH3:1])([CH3:3])[CH3:4])[CH2:10][OH:11]. The catalyst class is: 4. (5) Reactant: Cl[CH2:2][C:3]1[CH:8]=[CH:7][C:6]([C:9]2[S:17][C:16]3[C:11](=[N:12][CH:13]=[CH:14][C:15]=3[O:18][C:19]3[CH:24]=[CH:23][C:22]([N+:25]([O-:27])=[O:26])=[CH:21][C:20]=3[F:28])[CH:10]=2)=[CH:5][CH:4]=1.[CH3:29][N:30]([CH3:36])[C@H:31]1[CH2:35][CH2:34][NH:33][CH2:32]1. Product: [F:28][C:20]1[CH:21]=[C:22]([N+:25]([O-:27])=[O:26])[CH:23]=[CH:24][C:19]=1[O:18][C:15]1[CH:14]=[CH:13][N:12]=[C:11]2[CH:10]=[C:9]([C:6]3[CH:5]=[CH:4][C:3]([CH2:2][N:33]4[CH2:34][CH2:35][C@H:31]([N:30]([CH3:36])[CH3:29])[CH2:32]4)=[CH:8][CH:7]=3)[S:17][C:16]=12. The catalyst class is: 57.